From a dataset of Reaction yield outcomes from USPTO patents with 853,638 reactions. Predict the reaction yield, written as a fraction of the theoretical maximum amount of product (1.0 means a 100% yield; for example, 0.34 means a 34% yield). (1) The reactants are [C:1]([C:5]1[O:9][N:8]=[C:7]([NH:10][C:11]([NH:13][C:14]2[CH:19]=[CH:18][CH:17]=[C:16]([SH:20])[CH:15]=2)=[O:12])[CH:6]=1)([CH3:4])([CH3:3])[CH3:2].Cl[C:22]1[C:31]2[C:26](=[CH:27][C:28]([O:37][CH3:38])=[C:29]([O:32][CH2:33][CH2:34][CH2:35][Cl:36])[CH:30]=2)[N:25]=[CH:24][N:23]=1. No catalyst specified. The product is [C:1]([C:5]1[O:9][N:8]=[C:7]([NH:10][C:11]([NH:13][C:14]2[CH:19]=[CH:18][CH:17]=[C:16]([S:20][C:22]3[C:31]4[C:26](=[CH:27][C:28]([O:37][CH3:38])=[C:29]([O:32][CH2:33][CH2:34][CH2:35][Cl:36])[CH:30]=4)[N:25]=[CH:24][N:23]=3)[CH:15]=2)=[O:12])[CH:6]=1)([CH3:4])([CH3:2])[CH3:3]. The yield is 0.890. (2) The reactants are [C:1]([C:3]1[CH:8]=[CH:7][C:6]([C@@H:9]2[C:14]([C:15]#[N:16])=[C:13]([CH3:17])[N:12]([C:18]3[CH:23]=[CH:22][CH:21]=[C:20]([C:24]([F:27])([F:26])[F:25])[CH:19]=3)[C:11](=[O:28])[NH:10]2)=[C:5]([S:29]([CH3:32])(=[O:31])=[O:30])[CH:4]=1)#[N:2].[C:33]([C:35]1[CH:40]=[CH:39][C:38](B(O)O)=[CH:37][CH:36]=1)#[N:34].N1C=CC=CC=1.C(N(CC)CC)C. The catalyst is ClCCl.C([O-])(=O)C.[Cu+2].C([O-])(=O)C. The product is [C:1]([C:3]1[CH:8]=[CH:7][C:6]([C@@H:9]2[C:14]([C:15]#[N:16])=[C:13]([CH3:17])[N:12]([C:18]3[CH:23]=[CH:22][CH:21]=[C:20]([C:24]([F:27])([F:26])[F:25])[CH:19]=3)[C:11](=[O:28])[N:10]2[C:38]2[CH:39]=[CH:40][C:35]([C:33]#[N:34])=[CH:36][CH:37]=2)=[C:5]([S:29]([CH3:32])(=[O:31])=[O:30])[CH:4]=1)#[N:2]. The yield is 0.195. (3) The reactants are [Si:1]([O:8][C:9]1[CH:10]=[CH:11][C:12]2[O:16][C:15](=[O:17])[NH:14][C:13]=2[CH:18]=1)([C:4]([CH3:7])([CH3:6])[CH3:5])([CH3:3])[CH3:2].[H-].[Na+].I[CH3:22]. The catalyst is CN(C)C=O.O.C(OCC)(=O)C. The product is [Si:1]([O:8][C:9]1[CH:10]=[CH:11][C:12]2[O:16][C:15](=[O:17])[N:14]([CH3:22])[C:13]=2[CH:18]=1)([C:4]([CH3:7])([CH3:5])[CH3:6])([CH3:3])[CH3:2]. The yield is 0.830. (4) The reactants are [NH2:1][C:2]1[CH:3]=[C:4]([CH:21]=[CH:22][CH:23]=1)[O:5][C:6]1[CH:7]=[CH:8][C:9]2[N:10]([CH:12]=[C:13]([NH:15][C:16]([CH:18]3[CH2:20][CH2:19]3)=[O:17])[N:14]=2)[N:11]=1.[C:24]([C:26]1([C:32]2[CH:33]=[C:34]([CH:38]=[CH:39][CH:40]=2)[C:35](O)=[O:36])[CH2:31][CH2:30][O:29][CH2:28][CH2:27]1)#[N:25].Cl.CN(C)CCCN=C=NCC.ON1C2C=CC=CC=2N=N1.C(N(CC)CC)C. The catalyst is CN(C)C=O. The product is [C:24]([C:26]1([C:32]2[CH:33]=[C:34]([CH:38]=[CH:39][CH:40]=2)[C:35]([NH:1][C:2]2[CH:23]=[CH:22][CH:21]=[C:4]([O:5][C:6]3[CH:7]=[CH:8][C:9]4[N:10]([CH:12]=[C:13]([NH:15][C:16]([CH:18]5[CH2:20][CH2:19]5)=[O:17])[N:14]=4)[N:11]=3)[CH:3]=2)=[O:36])[CH2:27][CH2:28][O:29][CH2:30][CH2:31]1)#[N:25]. The yield is 0.580. (5) The reactants are C(OC([N:8]1[CH2:12][CH2:11][C@H:10]([NH:13][C:14](=[O:33])[CH2:15][NH:16][C:17]([NH:19][C:20]([O:22][CH2:23][C:24]2[CH:29]=[CH:28][C:27]([N+:30]([O-:32])=[O:31])=[CH:26][CH:25]=2)=[O:21])=[NH:18])[CH2:9]1)=O)(C)(C)C.[S:34](=[O:38])(=[O:37])([OH:36])[OH:35].C(OC(C)C)(C)C. The catalyst is CO. The product is [S:34]([O:36][S:34]([OH:37])(=[O:36])=[O:35])([OH:35])(=[O:38])=[O:37].[N+:30]([C:27]1[CH:28]=[CH:29][C:24]([CH2:23][O:22][C:20]([NH:19][C:17](=[NH:18])[NH:16][CH2:15][C:14]([NH:13][C@H:10]2[CH2:11][CH2:12][NH:8][CH2:9]2)=[O:33])=[O:21])=[CH:25][CH:26]=1)([O-:32])=[O:31]. The yield is 0.954. (6) The catalyst is N1C=CC=CC=1. The yield is 0.690. The product is [CH3:18][O:17][C:7]1[C:5]2[N:6]=[C:2]([NH:1][C:19](=[O:26])[C:20]3[CH:25]=[CH:24][CH:23]=[CH:22][CH:21]=3)[S:3][C:4]=2[C:10]([C:11]2[CH:16]=[CH:15][CH:14]=[CH:13][CH:12]=2)=[CH:9][CH:8]=1. The reactants are [NH2:1][C:2]1[S:3][C:4]2[C:10]([C:11]3[CH:16]=[CH:15][CH:14]=[CH:13][CH:12]=3)=[CH:9][CH:8]=[C:7]([O:17][CH3:18])[C:5]=2[N:6]=1.[C:19](Cl)(=[O:26])[C:20]1[CH:25]=[CH:24][CH:23]=[CH:22][CH:21]=1.Cl. (7) The product is [CH2:15]([O:13][C:12]([C:5]1[C:6]2[C:11](=[CH:10][CH:9]=[CH:8][CH:7]=2)[C:2]([F:1])=[CH:3][CH:4]=1)=[O:14])[CH3:16]. The yield is 0.720. The catalyst is C(OCC)(=O)C. The reactants are [F:1][C:2]1[C:11]2[C:6](=[CH:7][CH:8]=[CH:9][CH:10]=2)[C:5]([C:12]([OH:14])=[O:13])=[CH:4][CH:3]=1.[CH2:15](O)[CH3:16].S(=O)(=O)(O)O. (8) The reactants are [NH2:1][C:2]1[CH:7]=[CH:6][C:5]([F:8])=[CH:4][C:3]=1[OH:9].C([O-])([O-])=O.[K+].[K+].Cl[CH2:17][C:18](Cl)=[O:19]. The catalyst is [Br-].C([N+](CCCC)(CCCC)CCCC)CCC.CC#N. The yield is 0.870. The product is [F:8][C:5]1[CH:6]=[CH:7][C:2]2[NH:1][C:18](=[O:19])[CH2:17][O:9][C:3]=2[CH:4]=1.